Predict the reaction yield, written as a fraction of the theoretical maximum amount of product (1.0 means a 100% yield; for example, 0.34 means a 34% yield). From a dataset of Reaction yield outcomes from USPTO patents with 853,638 reactions. (1) The yield is 0.630. The product is [CH3:18][O:19][CH2:20][CH2:21][O:22][C@@H:6]1[C@H:7]([OH:12])[C@@H:8]([CH2:10][OH:11])[O:9][C@H:5]1[N:4]1[CH:3]=[C:2]([CH3:1])[C:16](=[O:17])[NH:15][C:14]1=[O:13]. The reactants are [CH3:1][C:2]1[C:16](=[O:17])[N:15]=[C:14]2[N:4]([C@@H:5]3[O:9][C@H:8]([CH2:10][OH:11])[C@@H:7]([OH:12])[C@@H:6]3[O:13]2)[CH:3]=1.[CH3:18][O:19][CH2:20][CH2:21][O:22]B([O:22][CH2:21][CH2:20][O:19][CH3:18])[O:22][CH2:21][CH2:20][O:19][CH3:18]. The catalyst is COCCO. (2) The reactants are Br[C:2]1[CH:7]=[CH:6][N:5]=[C:4]([NH:8][C:9](=[O:20])/[CH:10]=[CH:11]\[C:12]([N:14]2[CH2:19][CH2:18][O:17][CH2:16][CH2:15]2)=[O:13])[CH:3]=1.[C:21]1(B(O)O)[CH:26]=[CH:25][CH:24]=[CH:23][CH:22]=1.C([O-])([O-])=O.[Na+].[Na+].Cl. The catalyst is CCOCC.O.C1C=CC(P(C2C=CC=CC=2)[C-]2C=CC=C2)=CC=1.C1C=CC(P(C2C=CC=CC=2)[C-]2C=CC=C2)=CC=1.Cl[Pd]Cl.[Fe+2]. The product is [O:17]1[CH2:18][CH2:19][N:14]([C:12](=[O:13])/[CH:11]=[CH:10]\[C:9]([NH:8][C:4]2[CH:3]=[C:2]([C:21]3[CH:26]=[CH:25][CH:24]=[CH:23][CH:22]=3)[CH:7]=[CH:6][N:5]=2)=[O:20])[CH2:15][CH2:16]1. The yield is 0.360. (3) The reactants are C([O:5][C:6](=O)[NH:7][CH:8]([C:13]([N:15]1[CH2:19][CH2:18][CH2:17][CH:16]1[C:20](=[O:36])[NH:21][CH:22]1[CH2:26][C:25](=[O:27])[O:24][CH:23]1[O:28][CH2:29][C:30]1[CH:35]=[CH:34][CH:33]=[CH:32][CH:31]=1)=[O:14])[C:9]([CH3:12])([CH3:11])[CH3:10])(C)(C)C.C(O)(C(F)(F)F)=O.CCN(C(C)C)C(C)C.[NH2:54][C:55]1[CH:63]=[CH:62][C:58](C(O)=O)=[CH:57][C:56]=1[Cl:64].C1C=CC2N(O)N=NC=2C=1.C(Cl)CCl. The catalyst is C(Cl)Cl. The product is [CH2:29]([O:28][CH:23]1[CH:22]([NH:21][C:20]([CH:16]2[CH2:17][CH2:18][CH2:19][N:15]2[C:13](=[O:14])[CH:8]([NH:7][C:6](=[O:5])[C:58]2[CH:62]=[CH:63][C:55]([NH2:54])=[C:56]([Cl:64])[CH:57]=2)[C:9]([CH3:12])([CH3:10])[CH3:11])=[O:36])[CH2:26][C:25](=[O:27])[O:24]1)[C:30]1[CH:31]=[CH:32][CH:33]=[CH:34][CH:35]=1. The yield is 0.570. (4) The reactants are [CH2:1]([SH:7])[CH2:2][CH2:3][CH2:4][CH2:5][CH3:6].[H-].[Na+].Br[CH2:11][C:12]1[CH:17]=[CH:16][C:15]([N+:18]([O-:20])=[O:19])=[CH:14][CH:13]=1. The catalyst is CN1C(=O)CCC1.CCOC(C)=O. The product is [CH2:1]([S:7][CH2:11][C:12]1[CH:17]=[CH:16][C:15]([N+:18]([O-:20])=[O:19])=[CH:14][CH:13]=1)[CH2:2][CH2:3][CH2:4][CH2:5][CH3:6]. The yield is 0.800. (5) The reactants are Cl[CH2:2][C:3]1[CH:28]=[CH:27][C:6]([C:7]([NH:9][C:10]2[S:11][C:12]3[C:18]([N:19]4[CH2:24][CH2:23][O:22][CH2:21][CH2:20]4)=[CH:17][CH:16]=[C:15]([O:25][CH3:26])[C:13]=3[N:14]=2)=[O:8])=[CH:5][CH:4]=1.[H-].[Na+].[CH3:31][O:32][CH2:33][CH2:34][OH:35]. No catalyst specified. The product is [CH3:31][O:32][CH2:33][CH2:34][O:35][CH2:2][C:3]1[CH:28]=[CH:27][C:6]([C:7]([NH:9][C:10]2[S:11][C:12]3[C:18]([N:19]4[CH2:24][CH2:23][O:22][CH2:21][CH2:20]4)=[CH:17][CH:16]=[C:15]([O:25][CH3:26])[C:13]=3[N:14]=2)=[O:8])=[CH:5][CH:4]=1. The yield is 0.700. (6) The reactants are [Br-].[O:2]1[CH2:6][CH2:5][O:4][CH:3]1[CH2:7][CH2:8][C:9]1[CH:14]=[CH:13]C=CC=1[P+](C1C=CC=CC=1)(C1C=CC=CC=1)C1C=CC=CC=1.[H-].[Na+].[CH2:36]([N:43]1C=C(C=O)[C:45]([O:50]CC2C=CC=CC=2)=[N:44]1)[C:37]1[CH:42]=[CH:41][CH:40]=[CH:39][CH:38]=1.Cl. The catalyst is CN(C)C=O. The product is [CH2:36]([N:43]1[CH:13]=[C:14]([CH2:9][CH2:8][CH2:7][CH:3]2[O:2][CH2:6][CH2:5][O:4]2)[C:45]([OH:50])=[N:44]1)[C:37]1[CH:42]=[CH:41][CH:40]=[CH:39][CH:38]=1. The yield is 0.760.